From a dataset of Catalyst prediction with 721,799 reactions and 888 catalyst types from USPTO. Predict which catalyst facilitates the given reaction. Reactant: C(OC([N:8]([C:16]1[CH:21]=[CH:20][C:19]([CH2:22]Br)=[CH:18][N:17]=1)C(OC(C)(C)C)=O)=O)(C)(C)C.[P:24]([O:31]CC)([O:28][CH2:29][CH3:30])[O:25][CH2:26][CH3:27].Cl.C([O-])(O)=O.[Na+]. Product: [CH2:26]([O:25][P:24]([CH2:22][C:19]1[CH:18]=[N:17][C:16]([NH2:8])=[CH:21][CH:20]=1)(=[O:31])[O:28][CH2:29][CH3:30])[CH3:27]. The catalyst class is: 258.